This data is from Catalyst prediction with 721,799 reactions and 888 catalyst types from USPTO. The task is: Predict which catalyst facilitates the given reaction. (1) Reactant: [OH:1][C:2]1[CH2:7][CH2:6][N:5]([CH:8]([C:10]2([CH3:13])[CH2:12][CH2:11]2)[CH3:9])[C:4](=[O:14])[C:3]=1[C:15]#[N:16].O1CCC[CH2:18]1.[H-].[Na+].S(OC)(OC)(=O)=O. The catalyst class is: 6. Product: [CH3:18][O:1][C:2]1[CH2:7][CH2:6][N:5]([CH:8]([C:10]2([CH3:13])[CH2:12][CH2:11]2)[CH3:9])[C:4](=[O:14])[C:3]=1[C:15]#[N:16]. (2) Reactant: [C:1]([O:5][C:6]([NH:8][C@H:9]1[C@@H:13]2[C@@H:14]3[C@@:27]([CH3:30])([CH2:28][CH2:29][C@@:12]2([C:46](=[O:53])[NH:47][CH2:48][CH2:49][N:50]([CH3:52])[CH3:51])[CH2:11][CH2:10]1)[C@@:26]1([CH3:31])[C@@H:17]([C@:18]2([CH3:45])[C@@H:23]([CH2:24][CH2:25]1)[C:22]([CH3:33])([CH3:32])[C:21]([C:34]1[CH2:39][CH2:38][CH:37]([C:40]([O:42]CC)=[O:41])[CH2:36][CH:35]=1)=[CH:20][CH2:19]2)[CH2:16][CH2:15]3)=[O:7])([CH3:4])([CH3:3])[CH3:2].[OH-].[Na+]. Product: [C:1]([O:5][C:6]([NH:8][C@H:9]1[C@@H:13]2[C@@H:14]3[C@@:27]([CH3:30])([CH2:28][CH2:29][C@@:12]2([C:46](=[O:53])[NH:47][CH2:48][CH2:49][N:50]([CH3:52])[CH3:51])[CH2:11][CH2:10]1)[C@@:26]1([CH3:31])[C@@H:17]([C@:18]2([CH3:45])[C@@H:23]([CH2:24][CH2:25]1)[C:22]([CH3:33])([CH3:32])[C:21]([C:34]1[CH2:39][CH2:38][CH:37]([C:40]([OH:42])=[O:41])[CH2:36][CH:35]=1)=[CH:20][CH2:19]2)[CH2:16][CH2:15]3)=[O:7])([CH3:2])([CH3:3])[CH3:4]. The catalyst class is: 12. (3) Reactant: C(Cl)(=O)C(Cl)=O.[CH3:7][C:8]1[C:12]([CH2:13][CH2:14][C:15]([OH:17])=O)=[C:11]([CH3:18])[O:10][N:9]=1.[C:19]([O:23][C:24]([CH3:27])([CH3:26])[CH3:25])(=[O:22])[NH:20][NH2:21]. Product: [NH3:9].[CH3:7][C:8]1[C:12]([CH2:13][CH2:14][C:15]([NH:21][NH:20][C:19]([O:23][C:24]([CH3:27])([CH3:26])[CH3:25])=[O:22])=[O:17])=[C:11]([CH3:18])[O:10][N:9]=1. The catalyst class is: 120. (4) Reactant: [C:1]1([C:7]2[C:15]3[C:14](=O)[NH:13][CH:12]=[N:11][C:10]=3[O:9][C:8]=2[C:17]2[CH:22]=[CH:21][CH:20]=[CH:19][CH:18]=2)[CH:6]=[CH:5][CH:4]=[CH:3][CH:2]=1.O=P(Cl)(Cl)[Cl:25].C(=O)(O)[O-].[Na+]. Product: [Cl:25][C:14]1[C:15]2[C:7]([C:1]3[CH:6]=[CH:5][CH:4]=[CH:3][CH:2]=3)=[C:8]([C:17]3[CH:22]=[CH:21][CH:20]=[CH:19][CH:18]=3)[O:9][C:10]=2[N:11]=[CH:12][N:13]=1. The catalyst class is: 6. (5) Reactant: [CH:1]([C@H:3]1[CH2:7][CH2:6][C:5](=[O:8])[N:4]1[CH2:9][CH2:10][CH2:11][CH2:12][CH2:13][CH2:14][C:15]([O:17][CH3:18])=[O:16])=O.[CH3:19][CH:20]([CH2:30][C:31]#[C:32][CH3:33])[C:21](=[O:29])[CH2:22]P(=O)(OC)OC.[Cl-].[Li+].C(N(CC)CC)C.[Cl-].[NH4+]. Product: [CH3:19][CH:20]([CH2:30][C:31]#[C:32][CH3:33])[C:21](=[O:29])/[CH:22]=[CH:1]/[C@H:3]1[CH2:7][CH2:6][C:5](=[O:8])[N:4]1[CH2:9][CH2:10][CH2:11][CH2:12][CH2:13][CH2:14][C:15]([O:17][CH3:18])=[O:16]. The catalyst class is: 1. (6) Reactant: [CH2:1]([N:8]1[C:13](=[O:14])[C:12]2=[CH:15][CH:16]=[C:17]([Cl:18])[N:11]2[N:10]=[C:9]1[CH:19]([CH:21]1[CH2:23][CH2:22]1)O)[C:2]1[CH:7]=[CH:6][CH:5]=[CH:4][CH:3]=1.N1C=CC=CC=1.S(Cl)([Cl:32])=O. Product: [CH2:1]([N:8]1[C:13](=[O:14])[C:12]2=[CH:15][CH:16]=[C:17]([Cl:18])[N:11]2[N:10]=[C:9]1[CH:19]([Cl:32])[CH:21]1[CH2:23][CH2:22]1)[C:2]1[CH:7]=[CH:6][CH:5]=[CH:4][CH:3]=1. The catalyst class is: 2. (7) Reactant: [CH3:1][O:2][C:3](=[O:28])[C@H:4]([CH2:24][CH2:25][S:26][CH3:27])[NH:5][C:6](=[O:23])[C:7]1[CH:12]=[CH:11][C:10]([CH2:13][N:14]=[N+]=[N-])=[CH:9][C:8]=1[C:17]1[CH:22]=[CH:21][CH:20]=[CH:19][CH:18]=1.[C:29]1(P(C2C=CC=CC=2)C2C=CC=CC=2)C=CC=CC=1.O. Product: [NH3:5].[C:3]([O:2][CH2:1][CH3:29])(=[O:28])[CH3:4].[CH3:1][O:2][C:3](=[O:28])[C@H:4]([CH2:24][CH2:25][S:26][CH3:27])[NH:5][C:6](=[O:23])[C:7]1[CH:12]=[CH:11][C:10]([CH2:13][NH2:14])=[CH:9][C:8]=1[C:17]1[CH:22]=[CH:21][CH:20]=[CH:19][CH:18]=1. The catalyst class is: 1. (8) Reactant: [C:1]([O:5][C:6](=[O:22])[NH:7][CH2:8][CH2:9][CH2:10][NH:11][CH:12]1[C:21]2[N:20]=[CH:19][CH:18]=[CH:17][C:16]=2[CH2:15][CH2:14][CH2:13]1)([CH3:4])([CH3:3])[CH3:2].[CH3:23][C:24]1[C:25](C=O)=[N:26][CH:27]=[C:28]([CH3:30])[CH:29]=1.[BH-](OC(C)=O)(OC(C)=O)OC(C)=O.[Na+]. Product: [C:1]([O:5][C:6](=[O:22])[NH:7][CH2:8][CH2:9][CH2:10][N:11]([C:25]1[C:24]([CH3:23])=[CH:29][C:28]([CH3:30])=[CH:27][N:26]=1)[CH:12]1[C:21]2[N:20]=[CH:19][CH:18]=[CH:17][C:16]=2[CH2:15][CH2:14][CH2:13]1)([CH3:4])([CH3:2])[CH3:3]. The catalyst class is: 2. (9) Reactant: [F:1][C:2]([F:12])([F:11])[O:3][C:4]1[CH:9]=[CH:8][C:7]([OH:10])=[CH:6][CH:5]=1.[H-].[Na+].Cl[C:16]1[N:17]([CH2:24][C@:25]2([CH3:28])[CH2:27][O:26]2)[CH:18]=[C:19]([N+:21]([O-:23])=[O:22])[N:20]=1. Product: [CH3:27][C@@:25]1([CH2:28][O:10][C:7]2[CH:6]=[CH:5][C:4]([O:3][C:2]([F:11])([F:12])[F:1])=[CH:9][CH:8]=2)[O:26][C:16]2=[N:20][C:19]([N+:21]([O-:23])=[O:22])=[CH:18][N:17]2[CH2:24]1. The catalyst class is: 3. (10) Reactant: [Br:1][C:2]1[C:3]([O:9][CH3:10])=[N:4][C:5](Cl)=[N:6][CH:7]=1.Cl.[CH3:12][C:13]1([OH:17])[CH2:16][NH:15][CH2:14]1.CCN(CC)CC. Product: [Br:1][C:2]1[C:3]([O:9][CH3:10])=[N:4][C:5]([N:15]2[CH2:16][C:13]([CH3:12])([OH:17])[CH2:14]2)=[N:6][CH:7]=1. The catalyst class is: 1.